Dataset: Reaction yield outcomes from USPTO patents with 853,638 reactions. Task: Predict the reaction yield, written as a fraction of the theoretical maximum amount of product (1.0 means a 100% yield; for example, 0.34 means a 34% yield). (1) The reactants are [CH:1]([C:3]1[N:7]([CH3:8])[N:6]=[C:5]([C:9]2[CH:14]=[CH:13][C:12]([OH:15])=[CH:11][CH:10]=2)[C:4]=1[C:16]1[C:17]([CH3:25])=[C:18](C(O)=O)[O:19][C:20]=1[CH3:21])=[O:2].N1C2C(=CC=C3C=2N=CC=C3)C=CC=1. The catalyst is N1C2C(=CC=CC=2)C=CC=1.CN1C(=O)CCC1. The product is [CH3:21][C:20]1[O:19][CH:18]=[C:17]([CH3:25])[C:16]=1[C:4]1[C:5]([C:9]2[CH:14]=[CH:13][C:12]([OH:15])=[CH:11][CH:10]=2)=[N:6][N:7]([CH3:8])[C:3]=1[CH:1]=[O:2]. The yield is 0.510. (2) The reactants are Cl.O1CCOCC1.C(O[C:13](=O)[N:14](C)[CH2:15][C:16]#[C:17][C:18]1[CH:23]=[CH:22][C:21]([O:24][C:25]([F:28])([F:27])[F:26])=[CH:20][CH:19]=1)(C)(C)C. The catalyst is ClCCl. The product is [CH3:13][NH:14][CH2:15][C:16]#[C:17][C:18]1[CH:23]=[CH:22][C:21]([O:24][C:25]([F:26])([F:27])[F:28])=[CH:20][CH:19]=1. The yield is 0.570. (3) The catalyst is CO.[Pd]. The yield is 0.660. The reactants are [CH3:1][C:2]1[C:6]([CH2:7][N:8]2[CH:12]=[C:11]([N+:13]([O-])=O)[CH:10]=[N:9]2)=[C:5]([CH3:16])[O:4][N:3]=1.[CH3:17][C:18]([O:21][C:22](O[C:22]([O:21][C:18]([CH3:20])([CH3:19])[CH3:17])=[O:23])=[O:23])([CH3:20])[CH3:19]. The product is [CH3:1][C:2]1[C:6]([CH2:7][N:8]2[CH:12]=[C:11]([NH:13][C:22](=[O:23])[O:21][C:18]([CH3:20])([CH3:19])[CH3:17])[CH:10]=[N:9]2)=[C:5]([CH3:16])[O:4][N:3]=1. (4) The reactants are [CH3:1][O:2][C:3]1[CH:8]=[CH:7][C:6](B2OC(C)(C)C(C)(C)O2)=[CH:5][C:4]=1[S:18]([N:21]([CH:27]1[CH2:32][CH2:31][N:30]([C:33]([O:35][C:36]([CH3:39])([CH3:38])[CH3:37])=[O:34])[CH2:29][CH2:28]1)[CH2:22][C:23]([F:26])([F:25])[F:24])(=[O:20])=[O:19].Br[C:41]1[C:46]([C:47]([F:50])([F:49])[F:48])=[CH:45][C:44]([NH:51][C:52]2[N:56]=[C:55]([NH2:57])[NH:54][N:53]=2)=[CH:43][C:42]=1[Cl:58].CN1C(C)(C)CC(SC2C=CC(B3OC(C)(C)C(C)(C)O3)=CC=2)CC1(C)C.C(=O)([O-])[O-].[K+].[K+]. The catalyst is COCCOC.O1CCOCC1.O. The product is [C:36]([O:35][C:33]([N:30]1[CH2:31][CH2:32][CH:27]([N:21]([S:18]([C:4]2[CH:5]=[C:6]([C:41]3[C:46]([C:47]([F:49])([F:50])[F:48])=[CH:45][C:44]([NH:51][C:52]4[N:56]=[C:55]([NH2:57])[NH:54][N:53]=4)=[CH:43][C:42]=3[Cl:58])[CH:7]=[CH:8][C:3]=2[O:2][CH3:1])(=[O:19])=[O:20])[CH2:22][C:23]([F:26])([F:25])[F:24])[CH2:28][CH2:29]1)=[O:34])([CH3:38])([CH3:37])[CH3:39]. The yield is 0.0200. (5) The reactants are [F:1][C:2]1[C:32]([F:33])=[CH:31][C:5]2[N:6]([C:13]([NH:15][CH2:16][CH:17]3[CH2:22][CH2:21][N:20]([CH2:23][C:24]4([OH:30])[CH2:29][CH2:28][O:27][CH2:26][CH2:25]4)[CH2:19][CH2:18]3)=[O:14])[C:7](=[O:12])[N:8]([CH:9]([CH3:11])[CH3:10])[C:4]=2[CH:3]=1.[ClH:34].CO. No catalyst specified. The product is [ClH:34].[F:1][C:2]1[C:32]([F:33])=[CH:31][C:5]2[N:6]([C:13]([NH:15][CH2:16][CH:17]3[CH2:22][CH2:21][N:20]([CH2:23][C:24]4([OH:30])[CH2:25][CH2:26][O:27][CH2:28][CH2:29]4)[CH2:19][CH2:18]3)=[O:14])[C:7](=[O:12])[N:8]([CH:9]([CH3:11])[CH3:10])[C:4]=2[CH:3]=1. The yield is 0.720.